From a dataset of CYP2C19 inhibition data for predicting drug metabolism from PubChem BioAssay. Regression/Classification. Given a drug SMILES string, predict its absorption, distribution, metabolism, or excretion properties. Task type varies by dataset: regression for continuous measurements (e.g., permeability, clearance, half-life) or binary classification for categorical outcomes (e.g., BBB penetration, CYP inhibition). Dataset: cyp2c19_veith. (1) The molecule is Clc1ccc(-c2csc(N3CCC(c4ccccc4)C3)n2)cc1. The result is 1 (inhibitor). (2) The drug is Cc1cc(C(=O)O)ccc1[C@H](N)C(=O)O. The result is 0 (non-inhibitor). (3) The molecule is CCC(C)NC(=O)C1c2cc(OC)c(OC)cc2C(=O)N(C)C1c1cccs1. The result is 0 (non-inhibitor). (4) The molecule is O=[N+]([O-])c1ccc2ncccc2c1CCc1c([N+](=O)[O-])ccc2ncccc12. The result is 0 (non-inhibitor). (5) The molecule is COCCSc1nnc(NC(=O)C(C)(C)C)s1. The result is 0 (non-inhibitor).